This data is from Drug-target binding data from BindingDB using IC50 measurements. The task is: Regression. Given a target protein amino acid sequence and a drug SMILES string, predict the binding affinity score between them. We predict pIC50 (pIC50 = -log10(IC50 in M); higher means more potent). Dataset: bindingdb_ic50. (1) The drug is CCN(C/C=C/C#CC(C)(C)C)Cc1cccc(OCCN(C)S(=O)(=O)c2cccs2)c1. The target protein (Q14534) has sequence MWTFLGIATFTYFYKKFGDFITLANREVLLCVLVFLSLGLVLSYRCRHRNGGLLGRQQSGSQFALFSDILSGLPFIGFFWAKSPPESENKEQLEARRRRKGTNISETSLIGTAACTSTSSQNDPEVIIVGAGVLGSALAAVLSRDGRKVTVIERDLKEPDRIVGEFLQPGGYHVLKDLGLGDTVEGLDAQVVNGYMIHDQESKSEVQIPYPLSENNQVQSGRAFHHGRFIMSLRKAAMAEPNAKFIEGVVLQLLEEDDVVMGVQYKDKETGDIKELHAPLTVVADGLFSKFRKSLVSNKVSVSSHFVGFLMKNAPQFKANHAELILANPSPVLIYQISSSETRVLVDIRGEMPRNLREYMVEKIYPQIPDHLKEPFLEATDNSHLRSMPASFLPPSSVKKRGVLLLGDAYNMRHPLTGGGMTVAFKDIKLWRKLLKGIPDLYDDAAIFEAKKSFYWARKTSHSFVVNILAQALYELFSATDDSLHQLRKACFLYFKLGGE.... The pIC50 is 7.1. (2) The compound is COc1cccc(-c2cc(CC[C@](C)(C(=O)NO)S(C)(=O)=O)on2)c1F. The target protein sequence is TVEHLLSAMAGLGIDNAYVELSASEVPIMDGSAGPFVFLIQSAGLQEQEAAKKFIRIKREVSVEEGDKRAVFVPFDGFKVSFEIDFDHPVFRGRTQQASVDFSSTSFVKEVSRARTFGFMRDIEYLRSQNLALGGSVENAIVVDENRVLNEDGLRYEDEFVKHKILDAIGDLYLLGNSLIGEFRGFKSGHALNNQLL. The pIC50 is 8.3. (3) The target protein (Q920R3) has sequence MAPDPVQTPDPASAQLRQMRYFTWEEVAQRSGREKERWLVIDRKVYNISDFSRRHPGGSRVISHYAGQDATDPFVAFHINKGLVRKYMNSLLIGELAPEQPSFEPTKNKALTDEFRELRATVERMGLMKANHLFFLFYLLHILLLDVAAWLTLWIFGTSLVPFTLCAVLLSTVQAQAGWLQHDFGHLSVFSTSTWNHLVHHFVIGHLKGAPASWWNHMHFQHHAKPNCFRKDPDINMHPLFFALGKVLSVELGKEKKKHMPYNHQHKYFFLIGPPALLPLYFQWYIFYFVVQRKKWVDLAWMLSFYVRVFFTYMPLLGLKGLLCLFFIVRFLESNWFVWVTQMNHIPMHIDHDRNVDWVSTQLQATCNVHQSAFNNWFSGHLNFQIEHHLFPTMPRHNYHKVAPLVQSLCAKYGIKYESKPLLTAFADIVYSLKESGQLWLDAYLHQ. The drug is C[C@H]1[C@H](c2ccc(F)cc2)OC(=O)N1c1cc(F)cc(C#N)c1. The pIC50 is 8.4. (4) The compound is Cc1ccc2c(=O)oc(-c3ccccc3I)nc2c1. The target protein (P00736) has sequence MWLLYLLVPALFCRAGGSIPIPQKLFGEVTSPLFPKPYPNNFETTTVITVPTGYRVKLVFQQFDLEPSEGCFYDYVKISADKKSLGRFCGQLGSPLGNPPGKKEFMSQGNKMLLTFHTDFSNEENGTIMFYKGFLAYYQAVDLDECASRSKSGEEDPQPQCQHLCHNYVGGYFCSCRPGYELQEDTHSCQAECSSELYTEASGYISSLEYPRSYPPDLRCNYSIRVERGLTLHLKFLEPFDIDDHQQVHCPYDQLQIYANGKNIGEFCGKQRPPDLDTSSNAVDLLFFTDESGDSRGWKLRYTTEIIKCPQPKTLDEFTIIQNLQPQYQFRDYFIATCKQGYQLIEGNQVLHSFTAVCQDDGTWHRAMPRCKIKDCGQPRNLPNGDFRYTTTMGVNTYKARIQYYCHEPYYKMQTRAGSRESEQGVYTCTAQGIWKNEQKGEKIPRCLPVCGKPVNPVEQRQRIIGGQKAKMGNFPWQVFTNIHGRGGGALLGDRWILTA.... The pIC50 is 4.2. (5) The drug is CN1CCN(c2cc(C(=O)Nc3cccc(Nc4ccc5c(c4)NC(=O)/C5=C\c4cc(C(=O)O)c[nH]4)c3)cc(C(F)(F)F)c2)CC1. The target protein (Q06806) has sequence MVWWGSSLLLPTLFLASHVGASVDLTLLANLRITDPQRFFLTCVSGEAGAGRSSDPPLLLEKDDRIVRTFPPGQPLYLARNGSHQVTLRGFSKPSDLVGVFSCVGGAGARRTRVLYVHNSPGAHLFPDKVTHTVNKGDTAVLSAHVHKEKQTDVIWKNNGSYFNTLDWQEADDGRFQLQLQNVQPPSSGIYSATYLEASPLGSAFFRLIVRGCGAGRWGPGCVKDCPGCLHGGVCHDHDGECVCPPGFTGTRCEQACREGRFGQSCQEQCPGTAGCRGLTFCLPDPYGCSCGSGWRGSQCQEACAPGHFGADCRLQCQCQNGGTCDRFSGCVCPSGWHGVHCEKSDRIPQILSMATEVEFNIGTMPRINCAAAGNPFPVRGSMKLRKPDGTMLLSTKVIVEPDRTTAEFEVPSLTLGDSGFWECRVSTSGGQDSRRFKVNVKVPPVPLTAPRLLAKQSRQLVVSPLVSFSGDGPISSVRLHYRPQDSTIAWSAIVVDPSE.... The pIC50 is 5.2. (6) The compound is C=CC(=O)Nc1ccccc1Nc1nc(NC2CCN(C=O)CC2)ncc1C(F)(F)F. The target protein (P27361) has sequence MAAAAAQGGGGGEPRRTEGVGPGVPGEVEMVKGQPFDVGPRYTQLQYIGEGAYGMVSSAYDHVRKTRVAIKKISPFEHQTYCQRTLREIQILLRFRHENVIGIRDILRASTLEAMRDVYIVQDLMETDLYKLLKSQQLSNDHICYFLYQILRGLKYIHSANVLHRDLKPSNLLINTTCDLKICDFGLARIADPEHDHTGFLTEYVATRWYRAPEIMLNSKGYTKSIDIWSVGCILAEMLSNRPIFPGKHYLDQLNHILGILGSPSQEDLNCIINMKARNYLQSLPSKTKVAWAKLFPKSDSKALDLLDRMLTFNPNKRITVEEALAHPYLEQYYDPTDEPVAEEPFTFAMELDDLPKERLKELIFQETARFQPGVLEAP. The pIC50 is 6.5. (7) The small molecule is CC1SCC[C@@](C)(c2cc(NC(=O)c3ccc(Cl)cn3)ccc2F)N=C1N. The target protein (Q9JL18) has sequence MGALLRALLLLVLAQWLLSAVPALAPAPFTLPLQVAGATNHRASAVPGLGTPELPRADGLALALEPVRATANFLAMVDNLQGDSGRGYYLEMLIGTPPQKVQILVDTGSSNFAVAGAPHSYIDTYFDSESSSTYHSKGFDVTVKYTQGSWTGFVGEDLVTIPKGFNSSFLVNIATIFESENFFLPGIKWNGILGLAYAALAKPSSSLETFFDSLVAQAKIPDIFSMQMCGAGLPVAGSGTNGGSLVLGGIEPSLYKGDIWYTPIKEEWYYQIEILKLEIGGQNLNLDCREYNADKAIVDSGTTLLRLPQKVFDAVVEAVARTSLIPEFSDGFWTGAQLACWTNSETPWAYFPKISIYLRDENASRSFRITILPQLYIQPMMGAGFNYECYRFGISSSTNALVIGATVMEGFYVVFDRAQRRVGFAVSPCAEIEGTTVSEISGPFSTEDIASNCVPAQALNEPILWIVSYALMSVCGAILLVLILLLLLPLHCRHAPRDPE.... The pIC50 is 8.0.